This data is from Full USPTO retrosynthesis dataset with 1.9M reactions from patents (1976-2016). The task is: Predict the reactants needed to synthesize the given product. (1) Given the product [Br:22][C:18]1[CH:17]=[C:16]([CH:11]2[C:10]([CH3:23])([CH3:24])[CH2:9][C:8]3[C:13](=[CH:14][CH:15]=[C:6]([C:4]([OH:5])=[O:3])[CH:7]=3)[NH:12]2)[CH:21]=[CH:20][CH:19]=1, predict the reactants needed to synthesize it. The reactants are: C([O:3][C:4]([C:6]1[CH:7]=[C:8]2[C:13](=[CH:14][CH:15]=1)[NH:12][CH:11]([C:16]1[CH:21]=[CH:20][CH:19]=[C:18]([Br:22])[CH:17]=1)[C:10]([CH3:24])([CH3:23])[CH2:9]2)=[O:5])C.Cl. (2) Given the product [C:45]([O:44][C:42](=[O:43])[NH:41][CH2:40][C:34]1[CH:35]=[CH:36][C:37]([Cl:39])=[CH:38][C:33]=1[CH2:32][NH:31][C:30]([C@@H:25]1[CH2:26][O:27][CH2:28][CH2:29][NH:24]1)=[O:49])([CH3:48])([CH3:46])[CH3:47], predict the reactants needed to synthesize it. The reactants are: N1CCCCC1.C1C2C(COC([N:24]3[CH2:29][CH2:28][O:27][CH2:26][C@H:25]3[C:30](=[O:49])[NH:31][CH2:32][C:33]3[CH:38]=[C:37]([Cl:39])[CH:36]=[CH:35][C:34]=3[CH2:40][NH:41][C:42]([O:44][C:45]([CH3:48])([CH3:47])[CH3:46])=[O:43])=O)C3C(=CC=CC=3)C=2C=CC=1. (3) Given the product [C:1]([C:3]1[N:8]=[C:7]([NH:9][CH3:10])[C:6]2[C:11]([C:30]([NH2:34])=[O:32])=[N:12][N:13]([C:14]3[CH:19]=[CH:18][CH:17]=[C:16]([C:20]#[C:21][C@:22]4([OH:29])[CH2:26][CH2:25][N:24]([CH3:27])[C:23]4=[O:28])[CH:15]=3)[C:5]=2[CH:4]=1)#[N:2], predict the reactants needed to synthesize it. The reactants are: [C:1]([C:3]1[N:8]=[C:7]([NH:9][CH3:10])[C:6]2[C:11]([C:30]([O:32]C)=O)=[N:12][N:13]([C:14]3[CH:19]=[CH:18][CH:17]=[C:16]([C:20]#[C:21][C@:22]4([OH:29])[CH2:26][CH2:25][N:24]([CH3:27])[C:23]4=[O:28])[CH:15]=3)[C:5]=2[CH:4]=1)#[N:2].[NH3:34]. (4) Given the product [NH2:5][CH2:4][CH2:3][C:2]([N:14]1[C:18]2[CH:19]=[C:20]([CH3:23])[CH:21]=[CH:22][C:17]=2[NH:16][C:15]1=[O:24])([CH3:13])[CH3:1], predict the reactants needed to synthesize it. The reactants are: [CH3:1][C:2]([N:14]1[C:18]2[CH:19]=[C:20]([CH3:23])[CH:21]=[CH:22][C:17]=2[NH:16][C:15]1=[O:24])([CH3:13])[CH2:3][CH2:4][NH:5]C(=O)OC(C)(C)C.Cl. (5) Given the product [CH3:20][N:18]1[CH:19]=[C:15]([N:14]2[C:5]3[C:4]4[CH:3]=[C:2]([C:29]5[CH:28]=[N:27][C:26]([CH2:24][CH3:25])=[C:31]([N+:32]([O-:34])=[O:33])[CH:30]=5)[CH:11]=[CH:10][C:9]=4[N:8]=[CH:7][C:6]=3[N:12]([CH3:23])[C:13]2=[O:22])[C:16]([CH3:21])=[N:17]1, predict the reactants needed to synthesize it. The reactants are: Br[C:2]1[CH:11]=[CH:10][C:9]2[N:8]=[CH:7][C:6]3[N:12]([CH3:23])[C:13](=[O:22])[N:14]([C:15]4[C:16]([CH3:21])=[N:17][N:18]([CH3:20])[CH:19]=4)[C:5]=3[C:4]=2[CH:3]=1.[CH2:24]([C:26]1[C:31]([N+:32]([O-:34])=[O:33])=[CH:30][C:29](B2OC(C)(C)C(C)(C)O2)=[CH:28][N:27]=1)[CH3:25]. (6) Given the product [C:1]([NH:8][C:9]1[S:24][C:12]2[CH2:13][N:14]([C:17]([O:19][C:20]([CH3:23])([CH3:22])[CH3:21])=[O:18])[CH2:15][CH2:16][C:11]=2[C:10]=1[C:25]1[S:26][C:27]2[CH:33]=[CH:32][C:31]([Cl:34])=[CH:30][C:28]=2[N:29]=1)(=[O:3])[CH3:2], predict the reactants needed to synthesize it. The reactants are: [C:1](OC(=O)C)(=[O:3])[CH3:2].[NH2:8][C:9]1[S:24][C:12]2[CH2:13][N:14]([C:17]([O:19][C:20]([CH3:23])([CH3:22])[CH3:21])=[O:18])[CH2:15][CH2:16][C:11]=2[C:10]=1[C:25]1[S:26][C:27]2[CH:33]=[CH:32][C:31]([Cl:34])=[CH:30][C:28]=2[N:29]=1.C(N(CC)CC)C. (7) Given the product [Cl:10][C:4]1[CH:3]=[C:2]([N:17]2[C:16](=[O:21])[CH2:15][C@:14]([CH:11]3[CH2:13][CH2:12]3)([OH:22])[C@@H:18]2[CH2:19][CH3:20])[CH:9]=[CH:8][C:5]=1[C:6]#[N:7], predict the reactants needed to synthesize it. The reactants are: Br[C:2]1[CH:9]=[CH:8][C:5]([C:6]#[N:7])=[C:4]([Cl:10])[CH:3]=1.[CH:11]1([C@@:14]2([OH:22])[C@H:18]([CH2:19][CH3:20])[NH:17][C:16](=[O:21])[CH2:15]2)[CH2:13][CH2:12]1.C1(P(C2C=CC=CC=2)C2C3OC4C(=CC=CC=4P(C4C=CC=CC=4)C4C=CC=CC=4)C(C)(C)C=3C=CC=2)C=CC=CC=1.C(=O)([O-])[O-].[Cs+].[Cs+]. (8) Given the product [CH2:13]([O:12][C:10]([C:9]1[N:5]=[C:4]([CH2:3][O:2][CH3:1])[S:6][CH:8]=1)=[O:11])[CH3:14], predict the reactants needed to synthesize it. The reactants are: [CH3:1][O:2][CH2:3][C:4](=[S:6])[NH2:5].Br[CH2:8][C:9](=O)[C:10]([O:12][CH2:13][CH3:14])=[O:11].S([O-])([O-])(=O)=O.[Mg+2]. (9) Given the product [O:15]1[C:14]2[CH:18]=[CH:19][C:11]([O:10][C:2]3[CH:3]=[C:4]([CH:7]=[CH:8][CH:9]=3)[C:5]#[N:6])=[CH:12][C:13]=2[O:17][CH2:16]1, predict the reactants needed to synthesize it. The reactants are: F[C:2]1[CH:3]=[C:4]([CH:7]=[CH:8][CH:9]=1)[C:5]#[N:6].[OH:10][C:11]1[CH:19]=[CH:18][C:14]2[O:15][CH2:16][O:17][C:13]=2[CH:12]=1.C(=O)([O-])[O-].[Cs+].[Cs+].Cl.